This data is from Full USPTO retrosynthesis dataset with 1.9M reactions from patents (1976-2016). The task is: Predict the reactants needed to synthesize the given product. (1) Given the product [NH:1]([C:108]([CH3:110])=[O:109])[C@H:2]([C:27]([NH:29][C@H:30]([C:35]([NH:37][C@H:38]([C:47]([NH:49][C@H:50]([C:55]([NH:57][C@H:58]([C:83]([NH:85][C@H:86]([C:91]([NH:93][C@H:94]([C:96]([NH:98][C@H:99]([C:104]([OH:106])=[O:105])[CH2:100][CH:101]([CH3:103])[CH3:102])=[O:97])[CH3:95])=[O:92])[CH2:87][CH:88]([CH3:90])[CH3:89])=[O:84])[CH2:59][CH2:60][CH2:61][NH:62][C:63](=[NH:82])[NH:64][S:65]([C:68]1[C:80]([CH3:81])=[C:79]2[C:73]([O:74][C:75]([CH2:78]2)([CH3:77])[CH3:76])=[C:71]([CH3:72])[C:69]=1[CH3:70])(=[O:67])=[O:66])=[O:56])[CH2:51][CH:52]([CH3:53])[CH3:54])=[O:48])[CH2:39][C:40](=[O:46])[O:41][C:42]([CH3:45])([CH3:44])[CH3:43])=[O:36])[CH2:31][CH:32]([CH3:33])[CH3:34])=[O:28])[CH2:3][CH2:4][CH2:5][NH:6][C:7](=[NH:26])[NH:8][S:9]([C:12]1[C:24]([CH3:25])=[C:23]2[C:17]([O:18][C:19]([CH2:22]2)([CH3:20])[CH3:21])=[C:15]([CH3:16])[C:13]=1[CH3:14])(=[O:10])=[O:11], predict the reactants needed to synthesize it. The reactants are: [NH:1]([C:108]([CH3:110])=[O:109])[C@H:2]([C:27]([NH:29][C@H:30]([C:35]([NH:37][C@H:38]([C:47]([NH:49][C@H:50]([C:55]([NH:57][C@H:58]([C:83]([NH:85][C@H:86]([C:91]([NH:93][C@H:94]([C:96]([NH:98][C@H:99]([C:104]([O:106]C)=[O:105])[CH2:100][CH:101]([CH3:103])[CH3:102])=[O:97])[CH3:95])=[O:92])[CH2:87][CH:88]([CH3:90])[CH3:89])=[O:84])[CH2:59][CH2:60][CH2:61][NH:62][C:63](=[NH:82])[NH:64][S:65]([C:68]1[C:80]([CH3:81])=[C:79]2[C:73]([O:74][C:75]([CH2:78]2)([CH3:77])[CH3:76])=[C:71]([CH3:72])[C:69]=1[CH3:70])(=[O:67])=[O:66])=[O:56])[CH2:51][CH:52]([CH3:54])[CH3:53])=[O:48])[CH2:39][C:40](=[O:46])[O:41][C:42]([CH3:45])([CH3:44])[CH3:43])=[O:36])[CH2:31][CH:32]([CH3:34])[CH3:33])=[O:28])[CH2:3][CH2:4][CH2:5][NH:6][C:7](=[NH:26])[NH:8][S:9]([C:12]1[C:24]([CH3:25])=[C:23]2[C:17]([O:18][C:19]([CH2:22]2)([CH3:21])[CH3:20])=[C:15]([CH3:16])[C:13]=1[CH3:14])(=[O:11])=[O:10].O.[OH-].[Na+].Cl. (2) Given the product [ClH:15].[ClH:15].[CH3:1][O:2][C:3]1[CH:8]=[C:7]([CH2:9][N:10]2[CH2:11][CH2:12][CH2:13][CH2:14]2)[CH:6]=[C:5]([Cl:15])[C:4]=1[O:16][C@H:28]1[CH2:29][C@H:30]([CH2:32][N:33]2[CH2:34][CH2:35][O:36][CH2:37][CH2:38]2)[CH2:31]1, predict the reactants needed to synthesize it. The reactants are: [CH3:1][O:2][C:3]1[CH:8]=[C:7]([CH2:9][N:10]2[CH2:14][CH2:13][CH2:12][CH2:11]2)[CH:6]=[C:5]([Cl:15])[C:4]=1[OH:16].CC(C)([O-])C.[K+].CS(O[C@H:28]1[CH2:31][C@@H:30]([CH2:32][N:33]2[CH2:38][CH2:37][O:36][CH2:35][CH2:34]2)[CH2:29]1)(=O)=O. (3) Given the product [ClH:28].[CH3:27][C:20]1[CH:19]=[C:18]([O:17][CH2:16][CH2:15][CH2:14][CH:11]2[CH2:10][CH2:9][NH:8][CH2:13][CH2:12]2)[CH:23]=[CH:22][C:21]=1[C:24]([OH:26])=[O:25], predict the reactants needed to synthesize it. The reactants are: C(OC([N:8]1[CH2:13][CH2:12][CH:11]([CH2:14][CH2:15][CH2:16][O:17][C:18]2[CH:23]=[CH:22][C:21]([C:24]([OH:26])=[O:25])=[C:20]([CH3:27])[CH:19]=2)[CH2:10][CH2:9]1)=O)(C)(C)C.[ClH:28]. (4) Given the product [F:22][C:19]1[CH:20]=[CH:21][C:16]([C@@H:14]([NH:13][C:11]2[N:12]=[C:7]([N:4]3[CH2:5][CH2:6][CH:2]([NH:1][S:40]([CH3:39])(=[O:42])=[O:41])[CH2:3]3)[CH:8]=[C:9]([NH:23][C:24]3[CH:29]=[N:28][CH:27]=[CH:26][N:25]=3)[N:10]=2)[CH3:15])=[CH:17][CH:18]=1, predict the reactants needed to synthesize it. The reactants are: [NH2:1][CH:2]1[CH2:6][CH2:5][N:4]([C:7]2[N:12]=[C:11]([NH:13][C@H:14]([C:16]3[CH:21]=[CH:20][C:19]([F:22])=[CH:18][CH:17]=3)[CH3:15])[N:10]=[C:9]([NH:23][C:24]3[CH:29]=[N:28][CH:27]=[CH:26][N:25]=3)[CH:8]=2)[CH2:3]1.C(N(CC)C(C)C)(C)C.[CH3:39][S:40](Cl)(=[O:42])=[O:41].O. (5) Given the product [CH3:14][C@H:9]1[CH2:10][O:11][CH2:12][CH2:13][N:8]1[C:5]1[CH:6]=[CH:7][C:2]([B:18]2[O:19][C:20]([CH3:22])([CH3:21])[C:16]([CH3:23])([CH3:15])[O:17]2)=[CH:3][CH:4]=1, predict the reactants needed to synthesize it. The reactants are: Br[C:2]1[CH:7]=[CH:6][C:5]([N:8]2[CH2:13][CH2:12][O:11][CH2:10][C@@H:9]2[CH3:14])=[CH:4][CH:3]=1.[CH3:15][C:16]1([CH3:23])[C:20]([CH3:22])([CH3:21])[O:19][BH:18][O:17]1.C(N(CC)CC)C.O. (6) Given the product [O:47]=[C:48]1[C@@H:51]([NH:52][C:11](=[O:13])[CH2:10][C:7]2[CH:6]=[CH:5][C:4]([CH2:1][CH2:2][CH3:3])=[CH:9][CH:8]=2)[CH2:50][NH:49]1, predict the reactants needed to synthesize it. The reactants are: [CH2:1]([C:4]1[CH:9]=[CH:8][C:7]([CH2:10][C:11]([OH:13])=O)=[CH:6][CH:5]=1)[CH2:2][CH3:3].CCN(CC)CC.CN(C(ON1N=NC2C=CC=CC1=2)=[N+](C)C)C.[B-](F)(F)(F)F.C([O-])(=O)C.[O:47]=[C:48]1[C@@H:51]([NH3+:52])[CH2:50][NH:49]1.